This data is from Catalyst prediction with 721,799 reactions and 888 catalyst types from USPTO. The task is: Predict which catalyst facilitates the given reaction. (1) Reactant: [CH3:1][O:2][C:3]1[CH:11]=[C:10]([CH3:12])[CH:9]=[CH:8][C:4]=1[C:5]([OH:7])=[O:6].[Br:13]N1C(=O)CCC1=O.CC(N=NC(C#N)(C)C)(C#N)C. Product: [Br:13][CH2:12][C:10]1[CH:9]=[CH:8][C:4]([C:5]([OH:7])=[O:6])=[C:3]([O:2][CH3:1])[CH:11]=1. The catalyst class is: 53. (2) Reactant: [NH2:1][C:2]1[CH:7]=[CH:6][C:5]([Br:8])=[CH:4][C:3]=1[C:9]([C:11]1[CH:16]=[CH:15][C:14]([F:17])=[CH:13][CH:12]=1)=O.[F:18][C:19]([F:27])([F:26])[C:20](=[O:25])[CH2:21][C:22](=O)[CH3:23].C(O)(C)C. Product: [Br:8][C:5]1[CH:4]=[C:3]2[C:2](=[CH:7][CH:6]=1)[N:1]=[C:22]([CH3:23])[C:21]([C:20](=[O:25])[C:19]([F:27])([F:26])[F:18])=[C:9]2[C:11]1[CH:16]=[CH:15][C:14]([F:17])=[CH:13][CH:12]=1. The catalyst class is: 644. (3) Reactant: [O:1]1[C:5]2[CH:6]=[CH:7][C:8]([CH2:10][NH:11][CH2:12][CH2:13][CH:14]3[CH2:19][CH2:18][CH2:17][CH2:16][N:15]3[C:20]3[CH:25]=[CH:24][N:23]=[C:22]([N:26]4[CH:30]=[CH:29][N:28]=[CH:27]4)[N:21]=3)=[CH:9][C:4]=2[O:3][CH2:2]1.CCN(C(C)C)C(C)C.[C:40](OC(=O)C)(=[O:42])[CH3:41]. Product: [C:40]([N:11]([CH2:10][C:8]1[CH:7]=[CH:6][C:5]2[O:1][CH2:2][O:3][C:4]=2[CH:9]=1)[CH2:12][CH2:13][CH:14]1[CH2:19][CH2:18][CH2:17][CH2:16][N:15]1[C:20]1[CH:25]=[CH:24][N:23]=[C:22]([N:26]2[CH:30]=[CH:29][N:28]=[CH:27]2)[N:21]=1)(=[O:42])[CH3:41]. The catalyst class is: 1. (4) Reactant: [CH3:1][O:2][C:3]([C@@H:5]([N:13]1[CH2:21][C:17]2[CH:18]=[CH:19][S:20][C:16]=2[CH2:15][CH2:14]1)[C:6]1[CH:7]=[CH:8][CH:9]=[CH:10][C:11]=1[Cl:12])=[O:4].[CH3:22][S:23]([OH:26])(=[O:25])=[O:24]. Product: [CH3:1][O:2][C:3]([C@@H:5]([N:13]1[CH2:21][C:17]2[CH:18]=[CH:19][S:20][C:16]=2[CH2:15][CH2:14]1)[C:6]1[CH:7]=[CH:8][CH:9]=[CH:10][C:11]=1[Cl:12])=[O:4].[S:23]([O-:26])(=[O:25])(=[O:24])[CH3:22]. The catalyst class is: 21. (5) Reactant: [CH3:1][O:2][C:3]1[CH:4]=[CH:5][C:6]2[S:10][C:9]([C:11]([N:13]3[CH2:18][CH2:17][O:16][CH2:15][CH2:14]3)=[O:12])=[N:8][C:7]=2[C:19]=1[N+:20]([O-])=O. Product: [CH3:1][O:2][C:3]1[C:19]([NH2:20])=[C:7]2[N:8]=[C:9]([C:11]([N:13]3[CH2:14][CH2:15][O:16][CH2:17][CH2:18]3)=[O:12])[S:10][C:6]2=[CH:5][CH:4]=1. The catalyst class is: 43. (6) The catalyst class is: 9. Reactant: Cl[CH2:2][C:3]1[C:4]([C:11]2[C:16]([Cl:17])=[CH:15][CH:14]=[CH:13][C:12]=2[Cl:18])=[N:5][O:6][C:7]=1[CH:8]([CH3:10])[CH3:9].[OH:19][C:20]1[CH:25]=[CH:24][C:23]([C:26]2[CH:35]=[C:34]3[C:29]([CH:30]=[CH:31][CH:32]=[C:33]3[C:36]([O:38][CH3:39])=[O:37])=[CH:28][CH:27]=2)=[CH:22][CH:21]=1.C(=O)([O-])[O-].[Cs+].[Cs+]. Product: [Cl:18][C:12]1[CH:13]=[CH:14][CH:15]=[C:16]([Cl:17])[C:11]=1[C:4]1[C:3]([CH2:2][O:19][C:20]2[CH:21]=[CH:22][C:23]([C:26]3[CH:35]=[C:34]4[C:29]([CH:30]=[CH:31][CH:32]=[C:33]4[C:36]([O:38][CH3:39])=[O:37])=[CH:28][CH:27]=3)=[CH:24][CH:25]=2)=[C:7]([CH:8]([CH3:10])[CH3:9])[O:6][N:5]=1. (7) Reactant: [NH2:1][NH2:2].[C:3]([O-])([O-])=O.[K+].[K+].[C:9]([O:12][CH2:13][CH3:14])(=O)C.C(O[C:19](=[O:21])[CH3:20])(=O)C.[C:22]1([CH3:28])[CH:27]=[CH:26][CH:25]=[CH:24][CH:23]=1. Product: [CH3:9][O:12][C:13]1[CH:14]=[CH:3][CH:28]=[C:22]2[C:27]=1[CH:26]=[CH:25][C:24]([NH:1][NH:2][C:19](=[O:21])[CH3:20])=[CH:23]2. The catalyst class is: 6. (8) Reactant: [Cl:1][C:2]1[CH:3]=[CH:4][C:5]2[N:11]3[CH:12]=[CH:13][CH:14]=[C:10]3[C@@H:9]([CH2:15][CH2:16][OH:17])[O:8][C@H:7]([C:18]3[CH:23]=[CH:22][CH:21]=[C:20]([O:24][CH3:25])[C:19]=3[O:26][CH3:27])[C:6]=2[CH:28]=1.CC(OI1(OC(C)=O)(OC(C)=O)OC(=O)C2C=CC=CC1=2)=O. Product: [Cl:1][C:2]1[CH:3]=[CH:4][C:5]2[N:11]3[CH:12]=[CH:13][CH:14]=[C:10]3[C@@H:9]([CH2:15][CH:16]=[O:17])[O:8][C@H:7]([C:18]3[CH:23]=[CH:22][CH:21]=[C:20]([O:24][CH3:25])[C:19]=3[O:26][CH3:27])[C:6]=2[CH:28]=1. The catalyst class is: 4. (9) Reactant: ClC1C=C(C(Cl)=O)C=CC=1Cl.[CH3:12][O:13][C:14]1[CH:15]=[C:16]2[C:21](=[CH:22][C:23]=1[O:24][CH3:25])[N:20]=[CH:19][CH:18]=[C:17]2[O:26][C:27]1[CH:33]=[CH:32][C:30]([NH2:31])=[CH:29][CH:28]=1.[Cl:34][C:35]1[CH:36]=[C:37]([C:42]([N:44]=[C:45]=[S:46])=[O:43])[CH:38]=[CH:39][C:40]=1[Cl:41]. Product: [Cl:34][C:35]1[CH:36]=[C:37]([C:42]([N:44]=[C:45]=[S:46])=[O:43])[CH:38]=[CH:39][C:40]=1[Cl:41].[Cl:34][C:35]1[CH:36]=[C:37]([CH:38]=[CH:39][C:40]=1[Cl:41])[C:42]([NH:44][C:45]([NH:31][C:30]1[CH:32]=[CH:33][C:27]([O:26][C:17]2[C:16]3[C:21](=[CH:22][C:23]([O:24][CH3:25])=[C:14]([O:13][CH3:12])[CH:15]=3)[N:20]=[CH:19][CH:18]=2)=[CH:28][CH:29]=1)=[S:46])=[O:43]. The catalyst class is: 234. (10) Reactant: [CH3:1][O:2][C:3]1[CH:4]=[C:5]([C@H:9]([CH2:13][CH3:14])[CH2:10][CH:11]=[O:12])[CH:6]=[CH:7][CH:8]=1.[CH2:15](N(CC)CC)C. Product: [CH3:1][O:2][C:3]1[CH:4]=[C:5]([C@@H:9]([CH2:13][CH3:14])[C:10](=[CH2:15])[CH:11]=[O:12])[CH:6]=[CH:7][CH:8]=1. The catalyst class is: 4.